This data is from Catalyst prediction with 721,799 reactions and 888 catalyst types from USPTO. The task is: Predict which catalyst facilitates the given reaction. (1) Reactant: C(O)(=O)/C=C/C(O)=O.[CH3:9][O:10][C:11]1[CH:12]=[CH:13][C:14]2[CH:20]([C:21]3[CH:26]=[CH:25][CH:24]=[CH:23][CH:22]=3)[CH2:19][CH2:18][N:17]([CH3:27])[CH2:16][C:15]=2[CH:28]=1.P(OP(O)(O)=O)(O)(O)=O.[OH-].[NH4+]. Product: [CH3:9][O:10][C:11]1[C:28]2[CH:20]([C:21]3[CH:22]=[CH:23][CH:24]=[CH:25][CH:26]=3)[CH2:19][CH2:18][N:17]([CH3:27])[CH2:16][C:15]=2[CH:14]=[CH:13][CH:12]=1.[CH3:9][O:10][C:11]1[CH:12]=[CH:13][C:14]2[CH:20]([C:21]3[CH:22]=[CH:23][CH:24]=[CH:25][CH:26]=3)[CH2:19][CH2:18][N:17]([CH3:27])[CH2:16][C:15]=2[CH:28]=1. The catalyst class is: 26. (2) Reactant: [CH2:1]([O:3][C:4](=[O:13])[C:5]1[CH:10]=[CH:9][C:8](N)=[C:7](N)[CH:6]=1)C.[B:14]1(B2OC(C)(C)C(C)(C)O2)[O:18]C(C)(C)C(C)(C)[O:15]1.C([O-])(=O)C.[K+]. Product: [CH3:1][O:3][C:4]([C:5]1[CH:10]=[CH:9][C:8]([B:14]([OH:18])[OH:15])=[CH:7][CH:6]=1)=[O:13]. The catalyst class is: 660. (3) Reactant: [C:1]([C:5]1[N:10]=[C:9]([N:11]2[CH2:16][CH2:15][N:14]([CH2:17][CH2:18][CH2:19][CH2:20][NH2:21])[CH2:13][CH2:12]2)[CH:8]=[C:7]([C:22]([F:25])([F:24])[F:23])[N:6]=1)([CH3:4])([CH3:3])[CH3:2].C1N=CN([C:31](N2C=NC=C2)=[O:32])C=1.[N:38]1[CH:43]=[CH:42][CH:41]=[C:40]([N:44]2[CH2:49][CH2:48][NH:47][CH2:46][CH2:45]2)[CH:39]=1. Product: [C:1]([C:5]1[N:10]=[C:9]([N:11]2[CH2:16][CH2:15][N:14]([CH2:17][CH2:18][CH2:19][CH2:20][NH:21][C:31]([N:47]3[CH2:46][CH2:45][N:44]([C:40]4[CH:39]=[N:38][CH:43]=[CH:42][CH:41]=4)[CH2:49][CH2:48]3)=[O:32])[CH2:13][CH2:12]2)[CH:8]=[C:7]([C:22]([F:24])([F:25])[F:23])[N:6]=1)([CH3:4])([CH3:2])[CH3:3]. The catalyst class is: 147. (4) Reactant: C[O:2][C:3](=[O:23])[CH:4]([N:9]1[CH2:13][C:12]([O:14][C:15]2[CH:20]=[CH:19][CH:18]=[CH:17][C:16]=2[Cl:21])=[CH:11][C:10]1=[O:22])[CH2:5][CH:6]([F:8])[F:7].O1CCCC1.O.[OH-].[Li+]. Product: [Cl:21][C:16]1[CH:17]=[CH:18][CH:19]=[CH:20][C:15]=1[O:14][C:12]1[CH2:13][N:9]([CH:4]([CH2:5][CH:6]([F:8])[F:7])[C:3]([OH:23])=[O:2])[C:10](=[O:22])[CH:11]=1. The catalyst class is: 6. (5) Reactant: [F:1][C:2]1[CH:3]=[C:4]([N+:9]([O-:11])=[O:10])[CH:5]=[CH:6][C:7]=1F.[CH3:12][S-:13].[Na+]. Product: [F:1][C:2]1[CH:3]=[C:4]([N+:9]([O-:11])=[O:10])[CH:5]=[CH:6][C:7]=1[S:13][CH3:12]. The catalyst class is: 6. (6) Reactant: [OH:1][C@H:2]1[CH2:7][CH2:6][C@H:5]([CH2:8][NH:9][C:10](=[O:21])[C:11]2[CH:16]=[CH:15][C:14]([O:17][CH2:18][O:19][CH3:20])=[CH:13][CH:12]=2)[CH2:4][CH2:3]1.[CH3:22][O:23][C:24]1[CH:29]=[CH:28][C:27](O)=[CH:26][CH:25]=1.C(C=P(CCCC)(CCCC)CCCC)#N. Product: [CH3:20][O:19][CH2:18][O:17][C:14]1[CH:13]=[CH:12][C:11]([C:10]([NH:9][CH2:8][C@H:5]2[CH2:6][CH2:7][C@@H:2]([O:1][C:27]3[CH:28]=[CH:29][C:24]([O:23][CH3:22])=[CH:25][CH:26]=3)[CH2:3][CH2:4]2)=[O:21])=[CH:16][CH:15]=1. The catalyst class is: 48. (7) Reactant: [H-].[H-].[H-].[H-].[Li+].[Al+3].C[O:8][C:9](=O)[CH:10]([CH3:20])[CH2:11][N:12]1[CH:17]=[CH:16][C:15]([Br:18])=[CH:14][C:13]1=[O:19]. Product: [Br:18][C:15]1[CH:16]=[CH:17][N:12]([CH2:11][CH:10]([CH3:20])[CH2:9][OH:8])[C:13](=[O:19])[CH:14]=1. The catalyst class is: 7.